Dataset: Reaction yield outcomes from USPTO patents with 853,638 reactions. Task: Predict the reaction yield, written as a fraction of the theoretical maximum amount of product (1.0 means a 100% yield; for example, 0.34 means a 34% yield). (1) The reactants are [NH2:1][C:2]1[C:7]([CH3:8])=[C:6]([O:9][CH3:10])[CH:5]=[CH:4][C:3]=1[C:11]([CH3:13])=[O:12].[CH:14]([C:17]1[N:18]=[C:19]([C:22](Cl)=[O:23])[S:20][CH:21]=1)([CH3:16])[CH3:15]. The catalyst is O1CCOCC1. The product is [CH:14]([C:17]1[N:18]=[C:19]([C:22]([NH:1][C:2]2[C:7]([CH3:8])=[C:6]([O:9][CH3:10])[CH:5]=[CH:4][C:3]=2[C:11](=[O:12])[CH3:13])=[O:23])[S:20][CH:21]=1)([CH3:16])[CH3:15]. The yield is 0.900. (2) The reactants are [OH-].[Li+].C([O:6][C:7]1[CH:16]=[CH:15][C:10]([C:11]([O:13]C)=[O:12])=[CH:9][C:8]=1[CH2:17][CH:18]=[C:19]([CH3:21])[CH3:20])(=O)C.C1COCC1.CO.O.Cl. The catalyst is C1COCC1. The product is [OH:6][C:7]1[CH:16]=[CH:15][C:10]([C:11]([OH:13])=[O:12])=[CH:9][C:8]=1[CH2:17][CH:18]=[C:19]([CH3:21])[CH3:20]. The yield is 0.750. (3) The reactants are [OH:1][C@H:2]([CH2:35][OH:36])[CH2:3][NH:4][C:5]([C:7]1[NH:8][C:9]([C:12]2[CH:17]=[C:16]([O:18][Si:19]([CH:26]([CH3:28])[CH3:27])([CH:23]([CH3:25])[CH3:24])[CH:20]([CH3:22])[CH3:21])[CH:15]=[C:14]([O:29][C@@H:30]([CH3:34])[CH2:31][O:32][CH3:33])[CH:13]=2)=[CH:10][CH:11]=1)=[O:6].[CH:37]([Si:40](Cl)([CH:44]([CH3:46])[CH3:45])[CH:41]([CH3:43])[CH3:42])([CH3:39])[CH3:38].C(N(CC)CC)C.O. The catalyst is C(Cl)Cl.CN(C)C1C=CN=CC=1. The product is [OH:1][C@H:2]([CH2:35][O:36][Si:40]([CH:44]([CH3:46])[CH3:45])([CH:41]([CH3:43])[CH3:42])[CH:37]([CH3:39])[CH3:38])[CH2:3][NH:4][C:5]([C:7]1[NH:8][C:9]([C:12]2[CH:17]=[C:16]([O:18][Si:19]([CH:23]([CH3:24])[CH3:25])([CH:26]([CH3:27])[CH3:28])[CH:20]([CH3:21])[CH3:22])[CH:15]=[C:14]([O:29][C@@H:30]([CH3:34])[CH2:31][O:32][CH3:33])[CH:13]=2)=[CH:10][CH:11]=1)=[O:6]. The yield is 0.870. (4) The reactants are [CH2:1]([O:3][C:4]([C:6]1([NH:11][C:12]([CH:14]2[CH2:18][CH:17]([O:19][Si:20]([C:23]([CH3:26])([CH3:25])[CH3:24])([CH3:22])[CH3:21])[CH2:16][N:15]2[C:27](=[O:44])[CH:28]([NH:36][C:37]([O:39][C:40]([CH3:43])([CH3:42])[CH3:41])=[O:38])[CH2:29][CH2:30][CH2:31][CH2:32][CH2:33]C=C)=[O:13])[CH2:8][CH:7]1[CH:9]=[CH2:10])=[O:5])[CH3:2].C1(P(C2CCCCC2)C2CCCCC2)CCCCC1. The catalyst is C(Cl)Cl. The product is [CH2:1]([O:3][C:4]([C:6]12[CH2:8][CH:7]1[CH:9]=[CH:10][CH2:33][CH2:32][CH2:31][CH2:30][CH2:29][CH:28]([NH:36][C:37]([O:39][C:40]([CH3:42])([CH3:43])[CH3:41])=[O:38])[C:27](=[O:44])[N:15]1[CH:14]([CH2:18][CH:17]([O:19][Si:20]([C:23]([CH3:24])([CH3:26])[CH3:25])([CH3:21])[CH3:22])[CH2:16]1)[C:12](=[O:13])[NH:11]2)=[O:5])[CH3:2]. The yield is 0.960. (5) The reactants are [Si](C=[N+]=[N-])(C)(C)[CH3:2].[C:8]([OH:16])(=[O:15])[CH2:9][CH2:10][CH2:11][C:12]([OH:14])=[O:13]. The catalyst is C1COCC1.CO. The product is [CH3:2][O:13][C:12](=[O:14])[CH2:11][CH2:10][CH2:9][C:8]([OH:16])=[O:15]. The yield is 0.390. (6) The reactants are [CH2:1]1[O:9][C:8]2[CH:7]=[CH:6][C:5](B(O)O)=[CH:4][C:3]=2[O:2]1.Br[C:14]1[CH:18]=[CH:17][S:16][C:15]=1[S:19]([N:22]1[CH:26]=[CH:25][CH:24]=[CH:23]1)(=[O:21])=[O:20]. No catalyst specified. The product is [CH2:1]1[O:9][C:8]2[CH:7]=[CH:6][C:5]([C:14]3[CH:18]=[CH:17][S:16][C:15]=3[S:19]([N:22]3[CH:26]=[CH:25][CH:24]=[CH:23]3)(=[O:20])=[O:21])=[CH:4][C:3]=2[O:2]1. The yield is 0.900. (7) The reactants are [NH2:1][C:2]1[CH:3]=[N:4][CH:5]=[C:6]([F:24])[C:7]=1[CH2:8][CH2:9][C@H:10]1[CH2:14][O:13][C:12]([CH3:16])([CH3:15])[N:11]1[C:17]([O:19][C:20]([CH3:23])([CH3:22])[CH3:21])=[O:18].[N:25]([C@@H:28]([C@@H:32]([C:40]1[CH:45]=[CH:44][C:43]([Cl:46])=[CH:42][CH:41]=1)[C:33]1[CH:38]=[CH:37][CH:36]=[C:35]([F:39])[CH:34]=1)[C:29](O)=[O:30])=[N+:26]=[N-:27].O=P(Cl)(Cl)Cl. The catalyst is N1C=CC=CC=1. The product is [N:25]([C@@H:28]([C@@H:32]([C:40]1[CH:41]=[CH:42][C:43]([Cl:46])=[CH:44][CH:45]=1)[C:33]1[CH:38]=[CH:37][CH:36]=[C:35]([F:39])[CH:34]=1)[C:29]([NH:1][C:2]1[CH:3]=[N:4][CH:5]=[C:6]([F:24])[C:7]=1[CH2:8][CH2:9][C@H:10]1[CH2:14][O:13][C:12]([CH3:16])([CH3:15])[N:11]1[C:17]([O:19][C:20]([CH3:23])([CH3:22])[CH3:21])=[O:18])=[O:30])=[N+:26]=[N-:27]. The yield is 0.700. (8) The reactants are [CH3:1][O:2][C:3]([C:5]1[CH:6]2[NH:12][CH:9]([CH2:10][CH:11]=1)[CH2:8][CH2:7]2)=[O:4].[C:13]([C:15]1[C:24]2[C:19](=[CH:20][CH:21]=[CH:22][CH:23]=2)[C:18](F)=[CH:17][CH:16]=1)#[N:14]. The catalyst is N1C=CC=CC=1. The product is [CH3:1][O:2][C:3]([C:5]1[CH:6]2[N:12]([C:18]3[C:19]4[C:24](=[CH:23][CH:22]=[CH:21][CH:20]=4)[C:15]([C:13]#[N:14])=[CH:16][CH:17]=3)[CH:9]([CH2:10][CH:11]=1)[CH2:8][CH2:7]2)=[O:4]. The yield is 0.0600. (9) The reactants are [C:1]1([N:7]([CH2:22][O:23][CH2:24][CH2:25][Si:26]([CH3:29])([CH3:28])[CH3:27])[C:8]([C:10]2[N:15]=[CH:14][C:13]([C:16](=[CH2:21])[C:17]([O:19][CH3:20])=[O:18])=[CH:12][N:11]=2)=[O:9])[CH:6]=[CH:5][CH:4]=[CH:3][CH:2]=1.[H][H]. The catalyst is C(OCC)(=O)C.[Pd]. The product is [C:1]1([N:7]([CH2:22][O:23][CH2:24][CH2:25][Si:26]([CH3:29])([CH3:28])[CH3:27])[C:8]([C:10]2[N:15]=[CH:14][C:13]([CH:16]([CH3:21])[C:17]([O:19][CH3:20])=[O:18])=[CH:12][N:11]=2)=[O:9])[CH:2]=[CH:3][CH:4]=[CH:5][CH:6]=1. The yield is 0.930.